From a dataset of Reaction yield outcomes from USPTO patents with 853,638 reactions. Predict the reaction yield, written as a fraction of the theoretical maximum amount of product (1.0 means a 100% yield; for example, 0.34 means a 34% yield). The reactants are [N:1]1[CH:6]=[CH:5][CH:4]=[CH:3][C:2]=1[C:7]1[CH:31]=[CH:30][C:10]([CH2:11][NH:12][CH2:13][CH2:14][CH2:15][NH:16][CH2:17][C:18]2[CH:23]=[CH:22][C:21]([C:24]3[CH:29]=[CH:28][CH:27]=[CH:26][N:25]=3)=[CH:20][CH:19]=2)=[CH:9][CH:8]=1.CCN(CC)CC.Cl.[S:40]1[C:44]([CH2:45][O:46][C:47](=[O:58])OC2C=CC([N+]([O-])=O)=CC=2)=[CH:43][N:42]=[CH:41]1.C([O-])(O)=O.[Na+].[C:64](O[C:64]([O:66][C:67]([CH3:70])([CH3:69])[CH3:68])=[O:65])([O:66][C:67]([CH3:70])([CH3:69])[CH3:68])=[O:65].Cl. The catalyst is C1COCC1.O. The product is [N:1]1[CH:6]=[CH:5][CH:4]=[CH:3][C:2]=1[C:7]1[CH:31]=[CH:30][C:10]([CH2:11][N:12]([CH2:13][CH2:14][CH2:15][N:16]([CH2:17][C:18]2[CH:19]=[CH:20][C:21]([C:24]3[CH:29]=[CH:28][CH:27]=[CH:26][N:25]=3)=[CH:22][CH:23]=2)[C:47]([O:46][CH2:45][C:44]2[S:40][CH:41]=[N:42][CH:43]=2)=[O:58])[C:64](=[O:65])[O:66][C:67]([CH3:70])([CH3:69])[CH3:68])=[CH:9][CH:8]=1. The yield is 0.540.